This data is from Peptide-MHC class I binding affinity with 185,985 pairs from IEDB/IMGT. The task is: Regression. Given a peptide amino acid sequence and an MHC pseudo amino acid sequence, predict their binding affinity value. This is MHC class I binding data. (1) The peptide sequence is LPPVVAKEI. The MHC is HLA-A31:01 with pseudo-sequence HLA-A31:01. The binding affinity (normalized) is 0. (2) The peptide sequence is SSFRFRGM. The MHC is H-2-Db with pseudo-sequence H-2-Db. The binding affinity (normalized) is 0.187. (3) The peptide sequence is DLKDLEAHI. The MHC is HLA-A02:01 with pseudo-sequence HLA-A02:01. The binding affinity (normalized) is 0. (4) The peptide sequence is IVKQGRDAL. The MHC is HLA-B08:02 with pseudo-sequence HLA-B08:02. The binding affinity (normalized) is 0.0847. (5) The peptide sequence is PLILAYFPVFRFL. The MHC is HLA-A02:06 with pseudo-sequence HLA-A02:06. The binding affinity (normalized) is 0. (6) The MHC is Mamu-B17 with pseudo-sequence Mamu-B17. The peptide sequence is KSINKVYGK. The binding affinity (normalized) is 0. (7) The peptide sequence is RADEEQQQA. The MHC is HLA-A24:02 with pseudo-sequence HLA-A24:02. The binding affinity (normalized) is 0.